From a dataset of Catalyst prediction with 721,799 reactions and 888 catalyst types from USPTO. Predict which catalyst facilitates the given reaction. (1) Reactant: [O:1]1[C:5]([CH:6]=O)=[CH:4][C:3]2[CH:8]=[CH:9][CH:10]=[CH:11][C:2]1=2.[O:12]1[CH:16]=[CH:15][CH:14]=[C:13]1[C:17]([NH:19][NH2:20])=[O:18]. Product: [O:1]1[C:2]2[CH:11]=[CH:10][CH:9]=[CH:8][C:3]=2[CH:4]=[C:5]1[CH:6]=[N:20][NH:19][C:17]([C:13]1[O:12][CH:16]=[CH:15][CH:14]=1)=[O:18]. The catalyst class is: 5. (2) Reactant: [CH3:1][C:2]1[CH:3]=[CH:4][C:5]2[N:6]([C:8]([CH2:18]O)=[C:9]([C:11]3[CH:16]=[CH:15][C:14]([CH3:17])=[CH:13][CH:12]=3)[N:10]=2)[CH:7]=1.[CH3:20][N:21]([CH3:30])[C:22]1[CH:29]=[CH:28][C:25]([C:26]#[N:27])=[CH:24][CH:23]=1.S(=O)(=O)(O)[OH:32].N. Product: [CH3:20][N:21]([CH3:30])[C:22]1[CH:29]=[CH:28][C:25]([C:26]([NH:27][CH2:18][C:8]2[N:6]3[CH:7]=[C:2]([CH3:1])[CH:3]=[CH:4][C:5]3=[N:10][C:9]=2[C:11]2[CH:12]=[CH:13][C:14]([CH3:17])=[CH:15][CH:16]=2)=[O:32])=[CH:24][CH:23]=1. The catalyst class is: 15. (3) Reactant: [C:1]([O:5][C:6]([NH:8][CH:9]([CH3:15])[CH2:10][CH2:11][C:12](O)=[O:13])=[O:7])([CH3:4])([CH3:3])[CH3:2].CN1CCOCC1.ClC(OCC)=O.[BH4-].[Na+].[NH4+].[Cl-]. Product: [OH:13][CH2:12][CH2:11][CH2:10][CH:9]([NH:8][C:6](=[O:7])[O:5][C:1]([CH3:4])([CH3:3])[CH3:2])[CH3:15]. The catalyst class is: 36. (4) Product: [Cl:1][C:2]1[CH:3]=[CH:4][C:5]([NH:8][C:9]([CH:11]2[CH2:16][N:15]([C:35](=[O:36])[C:34]3[CH:38]=[CH:39][CH:40]=[C:32]([C:28]4[O:27][CH:31]=[CH:30][CH:29]=4)[CH:33]=3)[CH2:14][CH2:13][N:12]2[C:17]([O:19][CH2:20][C:21]2[CH:22]=[CH:23][CH:24]=[CH:25][CH:26]=2)=[O:18])=[O:10])=[CH:6][CH:7]=1. The catalyst class is: 527. Reactant: [Cl:1][C:2]1[CH:7]=[CH:6][C:5]([NH:8][C:9]([CH:11]2[CH2:16][NH:15][CH2:14][CH2:13][N:12]2[C:17]([O:19][CH2:20][C:21]2[CH:26]=[CH:25][CH:24]=[CH:23][CH:22]=2)=[O:18])=[O:10])=[CH:4][CH:3]=1.[O:27]1[CH:31]=[CH:30][CH:29]=[C:28]1[C:32]1[CH:33]=[C:34]([CH:38]=[CH:39][CH:40]=1)[C:35](O)=[O:36].Cl.CN(C)CCCN=C=NCC.C(N(CC)C(C)C)(C)C. (5) Reactant: [O:1]1[CH2:6][CH2:5][CH:4]([OH:7])[CH2:3][CH2:2]1.[CH3:8][C:9]([C:11]1[CH:12]=[CH:13][C:14](O)=[CH:15][C:16]=1[OH:17])=[O:10].C1(P(C2C=CC=CC=2)C2C=CC=CC=2)C=CC=CC=1.CCOCC. Product: [OH:17][C:16]1[CH:15]=[C:14]([O:7][CH:4]2[CH2:5][CH2:6][O:1][CH2:2][CH2:3]2)[CH:13]=[CH:12][C:11]=1[C:9](=[O:10])[CH3:8]. The catalyst class is: 2. (6) Reactant: [CH2:1]=[C:2]1[CH2:7][O:6][C@H:5]([C:8]2[CH:13]=[C:12]([F:14])[C:11]([F:15])=[CH:10][C:9]=2[F:16])[C@@H:4]([N+:17]([O-])=O)[CH2:3]1.Cl.CCOCC.[OH-].[Na+]. Product: [CH2:1]=[C:2]1[CH2:7][O:6][C@H:5]([C:8]2[CH:13]=[C:12]([F:14])[C:11]([F:15])=[CH:10][C:9]=2[F:16])[C@@H:4]([NH2:17])[CH2:3]1. The catalyst class is: 490. (7) Reactant: Cl[CH2:2][C:3]1[N:4]=[C:5]2[CH:10]=[CH:9][CH:8]=[CH:7][N:6]2[C:11]=1[C:12]#[C:13][C:14]1[CH:19]=[CH:18][CH:17]=[C:16]([C:20]([F:23])([F:22])[F:21])[CH:15]=1.[N:24]1[CH:29]=[CH:28][CH:27]=[CH:26][C:25]=1[SH:30].C(=O)([O-])[O-].[Cs+].[Cs+].O. Product: [N:24]1[CH:29]=[CH:28][CH:27]=[CH:26][C:25]=1[S:30][CH2:2][C:3]1[N:4]=[C:5]2[CH:10]=[CH:9][CH:8]=[CH:7][N:6]2[C:11]=1[C:12]#[C:13][C:14]1[CH:19]=[CH:18][CH:17]=[C:16]([C:20]([F:23])([F:22])[F:21])[CH:15]=1. The catalyst class is: 10.